This data is from Reaction yield outcomes from USPTO patents with 853,638 reactions. The task is: Predict the reaction yield, written as a fraction of the theoretical maximum amount of product (1.0 means a 100% yield; for example, 0.34 means a 34% yield). (1) The reactants are [CH2:1]([S:4]([NH2:7])(=[O:6])=[O:5])[CH:2]=[CH2:3].C(N=C=NCCCN(C)C)C.[CH2:19]([NH:23][C:24](=[O:76])[CH2:25][N:26]1[C:34]2[C:29](=[CH:30][CH:31]=[C:32]([C:35](NS(CC=C)(=O)=O)=[O:36])[CH:33]=2)[C:28]([CH:44]2[CH2:49][CH2:48][CH2:47][CH2:46][CH2:45]2)=[C:27]1[C:50]1[CH:55]=[CH:54][C:53]([O:56][CH2:57][C:58]2[CH:63]=[C:62]([N:64]3[CH2:68][CH2:67][CH2:66][C:65]3=[O:69])[CH:61]=[CH:60][C:59]=2[N:70]2[CH2:75][CH2:74][O:73][CH2:72][CH2:71]2)=[CH:52][CH:51]=1)[CH2:20]C=C. The catalyst is CN(C=O)C.CN(C)C1C=CN=CC=1.[Cl-].[Na+].O. The product is [CH:44]1([C:28]2[C:29]3[CH:30]=[CH:31][C:32]4[C:35](=[O:36])[NH:7][S:4](=[O:6])(=[O:5])[CH2:1][CH:2]=[CH:3][CH2:20][CH2:19][NH:23][C:24](=[O:76])[CH2:25][N:26]([C:34]=3[CH:33]=4)[C:27]=2[C:50]2[CH:55]=[CH:54][C:53]([O:56][CH2:57][C:58]3[CH:63]=[C:62]([N:64]4[CH2:68][CH2:67][CH2:66][C:65]4=[O:69])[CH:61]=[CH:60][C:59]=3[N:70]3[CH2:71][CH2:72][O:73][CH2:74][CH2:75]3)=[CH:52][CH:51]=2)[CH2:49][CH2:48][CH2:47][CH2:46][CH2:45]1. The yield is 0.870. (2) The reactants are FC(F)(F)C(O)=O.[BH4-].[Na+].[Br:10][C:11]1[CH:46]=[CH:45][C:14]([CH2:15][N:16]2[CH2:20][CH2:19][C:18]3([CH2:25][CH2:24][N:23]([CH2:26][CH2:27][C:28](O)([C:35]4[CH:40]=[CH:39][CH:38]=[CH:37][C:36]=4[O:41][CH3:42])[C:29]4[CH:34]=[CH:33][CH:32]=[CH:31][CH:30]=4)[CH2:22][CH2:21]3)[C:17]2=[O:44])=[CH:13][CH:12]=1.[OH-].[Na+]. The catalyst is C(Cl)Cl. The product is [Br:10][C:11]1[CH:12]=[CH:13][C:14]([CH2:15][N:16]2[CH2:20][CH2:19][C:18]3([CH2:21][CH2:22][N:23]([CH2:26][CH2:27][CH:28]([C:35]4[CH:40]=[CH:39][CH:38]=[CH:37][C:36]=4[O:41][CH3:42])[C:29]4[CH:34]=[CH:33][CH:32]=[CH:31][CH:30]=4)[CH2:24][CH2:25]3)[C:17]2=[O:44])=[CH:45][CH:46]=1. The yield is 0.610. (3) The reactants are [ClH:1].Cl.[C:3]1([NH2:11])[C:4]([NH2:10])=[CH:5][C:6]([NH2:9])=[CH:7][CH:8]=1.[OH:12][C:13]1[CH:14]=[C:15]([C:19]([C:21]([C:23]2[CH:28]=[CH:27][CH:26]=[C:25]([OH:29])[CH:24]=2)=O)=O)[CH:16]=[CH:17][CH:18]=1. The catalyst is O1CCOCC1.O. The product is [ClH:1].[ClH:1].[OH:12][C:13]1[CH:14]=[C:15]([C:19]2[C:21]([C:23]3[CH:28]=[CH:27][CH:26]=[C:25]([OH:29])[CH:24]=3)=[N:10][C:4]3[C:3](=[CH:8][CH:7]=[C:6]([NH2:9])[CH:5]=3)[N:11]=2)[CH:16]=[CH:17][CH:18]=1. The yield is 0.926. (4) The reactants are [C:1]1([S@@:7]([CH2:10][C:11]([O:13][CH2:14][CH3:15])=[O:12])(=[NH:9])=[O:8])[CH:6]=[CH:5][CH:4]=[CH:3][CH:2]=1.[CH3:16][C:17]1[CH:21]=[CH:20][O:19][C:18]=1[C:22]([NH:24][C:25]1[CH:26]=[C:27]([C:31]#[C:32][C:33]2[CH:34]=[N:35][CH:36]=[C:37]([CH:41]=2)[C:38](O)=[O:39])[CH:28]=[CH:29][CH:30]=1)=[O:23].Cl.CN(C)CCCN=C=NCC.Cl. The catalyst is CN(C=O)C.CN(C)C1C=CN=CC=1. The product is [CH3:16][C:17]1[CH:21]=[CH:20][O:19][C:18]=1[C:22]([NH:24][C:25]1[CH:26]=[C:27]([C:31]#[C:32][C:33]2[CH:41]=[C:37]([C:38]([N:9]=[S@:7]([CH2:10][C:11]([O:13][CH2:14][CH3:15])=[O:12])([C:1]3[CH:2]=[CH:3][CH:4]=[CH:5][CH:6]=3)=[O:8])=[O:39])[CH:36]=[N:35][CH:34]=2)[CH:28]=[CH:29][CH:30]=1)=[O:23]. The yield is 0.430. (5) The reactants are [C:1]([O:5][C:6]([NH:8][C@H:9]([CH2:29][C:30]1[CH:35]=[C:34]([F:36])[C:33]([F:37])=[CH:32][C:31]=1[F:38])[CH2:10][C:11]([N:13]1[CH2:18][CH2:17][N:16]2[C:19]([C:25]([F:28])([F:27])[F:26])=[N:20][C:21]([C:22](O)=[O:23])=[C:15]2[CH2:14]1)=[O:12])=[O:7])([CH3:4])([CH3:3])[CH3:2].[NH:39]1[CH2:44][CH2:43][O:42][CH2:41][CH2:40]1.O=C1N([ClH]P([ClH]N2CCOC2=O)=O)CCO1.C(N(CC)CC)C. The catalyst is ClCCl. The product is [C:1]([O:5][C:6](=[O:7])[NH:8][C@H:9]([CH2:29][C:30]1[CH:35]=[C:34]([F:36])[C:33]([F:37])=[CH:32][C:31]=1[F:38])[CH2:10][C:11]([N:13]1[CH2:18][CH2:17][N:16]2[C:19]([C:25]([F:26])([F:27])[F:28])=[N:20][C:21]([C:22]([N:39]3[CH2:44][CH2:43][O:42][CH2:41][CH2:40]3)=[O:23])=[C:15]2[CH2:14]1)=[O:12])([CH3:3])([CH3:2])[CH3:4]. The yield is 0.890. (6) The reactants are [C:1]([C:5]1[S:9][C:8]([C:10]([O:12][CH3:13])=[O:11])=[C:7]([NH:14][CH2:15][C:16]([N:18]2[CH2:23][CH2:22][O:21][CH2:20][CH2:19]2)=[O:17])[CH:6]=1)#[C:2][CH2:3][CH3:4].N1C=CC=CC=1.[CH3:30][C@H:31]1[CH2:36][CH2:35][C@H:34]([C:37](Cl)=[O:38])[CH2:33][CH2:32]1. The yield is 0.850. The catalyst is CN(C1C=CN=CC=1)C.ClCCCl.CCOC(C)=O. The product is [C:1]([C:5]1[S:9][C:8]([C:10]([O:12][CH3:13])=[O:11])=[C:7]([N:14]([C:37]([C@H:34]2[CH2:35][CH2:36][C@H:31]([CH3:30])[CH2:32][CH2:33]2)=[O:38])[CH2:15][C:16]([N:18]2[CH2:23][CH2:22][O:21][CH2:20][CH2:19]2)=[O:17])[CH:6]=1)#[C:2][CH2:3][CH3:4]. (7) The reactants are [Cl:1][C:2]1[CH:3]=[C:4]([OH:24])[CH:5]=[C:6]([Cl:23])[C:7]=1[O:8][CH2:9][CH2:10][CH2:11][O:12][C:13]1[CH:18]=[CH:17][C:16]([C:19]([F:22])([F:21])[F:20])=[CH:15][N:14]=1.[Cl:25][C:26]([Cl:30])=[CH:27][CH2:28]Cl.C(=O)([O-])[O-].[K+].[K+]. The catalyst is CN(C)C=O. The product is [Cl:1][C:2]1[CH:3]=[C:4]([O:24][CH2:28][CH:27]=[C:26]([Cl:30])[Cl:25])[CH:5]=[C:6]([Cl:23])[C:7]=1[O:8][CH2:9][CH2:10][CH2:11][O:12][C:13]1[CH:18]=[CH:17][C:16]([C:19]([F:20])([F:21])[F:22])=[CH:15][N:14]=1. The yield is 0.470.